From a dataset of Drug-target binding data from BindingDB using Ki measurements. Regression. Given a target protein amino acid sequence and a drug SMILES string, predict the binding affinity score between them. We predict pKi (pKi = -log10(Ki in M); higher means stronger inhibition). Dataset: bindingdb_ki. (1) The small molecule is O=C1NCN(c2ccccc2)C12CCN(CCCC(c1ccc(F)cc1)c1ccc(F)cc1)CC2. The target is MLLARMKPQVQPELGGADQ. The pKi is 6.0. (2) The small molecule is CC(CCC(=O)Nc1nnc(S(N)(=O)=O)s1)C1CCC2C3CCC4CC(O)CCC4(C)C3CCC12C. The target protein sequence is MTKHYDYIAIGGGSGGIASINRAAMYGQKCALIEAKELGGTCVNVGCVPKKVMWHAAQIREAIHMYGPDYGFDTTINKFNWETLIASRTAYIDRIHTSYENVLGKNNVDVIKGFARFVDAKTLEVNGETITADHILIATGGRPSHPDIPGVEYGIDSDGFFALPALPERVAVVGAGYIAVELAGVINGLGAKTHLFVRKHAPLRSFDPMISETLVEVMNAEGPQLHTNAIPKAVVKNADGSLTLELEDGRSETVDCLIWAIGREPANDNINLEAAGVKTNEKGYIVVDKYQNTNVEGIYAVGDNTGAVELTPVAVAAGRRLSERLFNNKPDEHLDYSNIPTVVFSHPPIGTVGLTEPQAREQYGDDQVKVYKSSFTAMYTAVTTHRQPCRMKLVCVGPEEKIVGIHGIGFGMDEMLQGFAVALKMGATKKDFDNTVAIHPTAAEEFVTMR. The pKi is 4.1. (3) The compound is C=CC1CN2CCC1CC2c1[nH]c2ccccc2c1CCO. The target protein (P58154) has sequence MRRNIFCLACLWIVQACLSLDRADILYNIRQTSRPDVIPTQRDRPVAVSVSLKFINILEVNEITNEVDVVFWQQTTWSDRTLAWNSSHSPDQVSVPISSLWVPDLAAYNAISKPEVLTPQLARVVSDGEVLYMPSIRQRFSCDVSGVDTESGATCRIKIGSWTHHSREISVDPTTENSDDSEYFSQYSRFEILDVTQKKNSVTYSCCPEAYEDVEVSLNFRKKGRSEIL. The pKi is 6.4. (4) The small molecule is O=c1oc2ccccc2n1CCCCN1CCCCC1. The target protein sequence is MGALAARRCVEWLLGLYFVSHIPITLFIDLQAVLPPELYPQEFSNLLRWYSKEFKDPLMQEPPVWFKSFLLCELVFQLPFFPIAAYAFFKGSCRWIRIPAIIYAAHTITTLIPILYTLLFEDFSKAVAFKGQRPESFRERLTLVGVYAPYLIIPLILLLFMLRNPYYKYEEKRKKK. The pKi is 6.7. (5) The pKi is 5.5. The small molecule is CN(C)CCCC1(c2ccc(F)cc2)OCc2cc(C#N)ccc21. The target is MLLARMKPQVQPELGGADQ.